This data is from Catalyst prediction with 721,799 reactions and 888 catalyst types from USPTO. The task is: Predict which catalyst facilitates the given reaction. (1) Reactant: [CH:1]([NH:4][C:5]1[CH:10]=[CH:9][C:8]([C:11]([F:14])([F:13])[F:12])=[CH:7][C:6]=1[N+:15]([O-])=O)([CH3:3])[CH3:2]. Product: [CH:1]([NH:4][C:5]1[C:6]([NH2:15])=[CH:7][C:8]([C:11]([F:13])([F:14])[F:12])=[CH:9][CH:10]=1)([CH3:3])[CH3:2]. The catalyst class is: 153. (2) Reactant: [CH3:1][N:2]([CH3:29])[CH2:3][CH2:4][NH:5][C:6]1[CH:11]=[CH:10][C:9]([NH:12][C:13]([NH:15][C:16]2[CH:21]=[CH:20][C:19]([O:22][CH:23]([CH3:25])[CH3:24])=[CH:18][CH:17]=2)=[O:14])=[CH:8][C:7]=1[N+:26]([O-])=O.[C:30](OCC)(OCC)(OCC)[CH3:31].C(O)(=O)C. Product: [CH3:1][N:2]([CH3:29])[CH2:3][CH2:4][N:5]1[C:6]2[CH:11]=[CH:10][C:9]([NH:12][C:13]([NH:15][C:16]3[CH:21]=[CH:20][C:19]([O:22][CH:23]([CH3:25])[CH3:24])=[CH:18][CH:17]=3)=[O:14])=[CH:8][C:7]=2[N:26]=[C:30]1[CH3:31]. The catalyst class is: 284.